Predict the reactants needed to synthesize the given product. From a dataset of Full USPTO retrosynthesis dataset with 1.9M reactions from patents (1976-2016). (1) Given the product [O:36]1[C:40]2[CH:41]=[CH:42][C:43]([C@@H:45]([N:51]3[C@H:52]([CH2:53][CH:54]([CH3:56])[CH3:55])[C:6](=[O:7])[NH:8][C@H:9]([CH:13]4[CH2:14][C:15]5[C:20](=[CH:19][CH:18]=[CH:17][CH:16]=5)[CH2:21]4)[C:10]3=[O:12])[C:46]([N:48]([CH3:49])[CH3:50])=[O:47])=[CH:44][C:39]=2[CH:38]=[CH:37]1, predict the reactants needed to synthesize it. The reactants are: C(O[C:6]([NH:8][C@H:9]([CH:13]1[CH2:21][C:20]2[C:15](=[CH:16][CH:17]=[CH:18][CH:19]=2)[CH2:14]1)[C:10]([OH:12])=O)=[O:7])(C)(C)C.CN1CCOCC1.C(OC(Cl)=O)(C)C.[O:36]1[C:40]2[CH:41]=[CH:42][C:43]([CH:45]([NH:51][C@H:52](C(O)=O)[CH2:53][CH:54]([CH3:56])[CH3:55])[C:46]([N:48]([CH3:50])[CH3:49])=[O:47])=[CH:44][C:39]=2[CH:38]=[CH:37]1. (2) Given the product [NH2:9][C:8]1[C:10]2[C:11](=[CH:12][CH:13]=[CH:14][CH:15]=2)[C:16]([C:20]2[CH:19]=[CH:18][C:23]([OH:26])=[CH:22][CH:21]=2)([C:4]2[CH:5]=[CH:6][C:1]([OH:7])=[CH:2][CH:3]=2)[N:17]=1, predict the reactants needed to synthesize it. The reactants are: [C:1]1([OH:7])[CH:6]=[CH:5][CH:4]=[CH:3][CH:2]=1.[C:8]([C:10]1[CH:15]=[CH:14][CH:13]=[CH:12][C:11]=1[C:16]#[N:17])#[N:9].[CH3:18][CH2:19][CH2:20][CH2:21][CH2:22][CH3:23].CC[O:26]CC. (3) The reactants are: [CH3:1][C:2]1[CH:7]=[CH:6][C:5]([C:8]2[C:21]3[C:22]4=[C:23]5[C:18](=[CH:19][CH:20]=3)[CH:17]=[CH:16][C:15]([C:24]3[CH:29]=[CH:28][C:27]([CH3:30])=[CH:26][CH:25]=3)=[C:14]5[CH:13]=[CH:12][C:11]4=[CH:10][CH:9]=2)=[CH:4][CH:3]=1.[Br:31]N1C(=O)CCC1=O.CN(C)C=O. Given the product [Br:31][C:17]1[CH:16]=[C:15]([C:24]2[CH:29]=[CH:28][C:27]([CH3:30])=[CH:26][CH:25]=2)[C:14]2[C:23]3=[C:22]4[C:11]([CH:10]=[CH:9][C:8]([C:5]5[CH:4]=[CH:3][C:2]([CH3:1])=[CH:7][CH:6]=5)=[C:21]4[CH:20]=[CH:19][C:18]=13)=[CH:12][CH:13]=2, predict the reactants needed to synthesize it. (4) The reactants are: [Cl:1][C:2]1[C:7]([C:8]([F:11])([F:10])[F:9])=[CH:6][CH:5]=[CH:4][C:3]=1[C:12]([N:14]1[CH:19]=[CH:18][C:17]2[N:20]([C:23]3[CH:28]=[N:27][CH:26]=[CH:25][N:24]=3)[N:21]=[N:22][C:16]=2[CH:15]1[CH3:29])=[O:13]. Given the product [Cl:1][C:2]1[C:7]([C:8]([F:9])([F:11])[F:10])=[CH:6][CH:5]=[CH:4][C:3]=1[C:12]([N:14]1[CH2:19][CH2:18][C:17]2[N:20]([C:23]3[CH:28]=[N:27][CH:26]=[CH:25][N:24]=3)[N:21]=[N:22][C:16]=2[CH:15]1[CH3:29])=[O:13], predict the reactants needed to synthesize it.